This data is from Forward reaction prediction with 1.9M reactions from USPTO patents (1976-2016). The task is: Predict the product of the given reaction. (1) The product is: [Cl:1][C:2]1[C:3]([C:12]2([CH:15]([NH:17][C:28](=[O:29])[C:27]3[C:26]([F:25])=[CH:34][CH:33]=[CH:32][C:31]=3[F:35])[CH3:16])[CH2:14][CH2:13]2)=[N:4][CH:5]=[C:6]([C:8]([F:11])([F:9])[F:10])[CH:7]=1. Given the reactants [Cl:1][C:2]1[C:3]([C:12]2([CH:15]([NH2:17])[CH3:16])[CH2:14][CH2:13]2)=[N:4][CH:5]=[C:6]([C:8]([F:11])([F:10])[F:9])[CH:7]=1.C(N(CC)CC)C.[F:25][C:26]1[CH:34]=[CH:33][CH:32]=[C:31]([F:35])[C:27]=1[C:28](Cl)=[O:29].O, predict the reaction product. (2) Given the reactants [Br:1][C:2]1[CH:7]=[C:6]([C:8]2([NH2:16])[CH2:13][O:12][C:11]([CH3:15])([CH3:14])[O:10][CH2:9]2)[CH:5]=[CH:4][N:3]=1.C([O-])([O-])=O.[Na+].[Na+].[Cl:23][CH2:24][C:25](Cl)=[O:26], predict the reaction product. The product is: [Br:1][C:2]1[CH:7]=[C:6]([C:8]2([NH:16][C:25](=[O:26])[CH2:24][Cl:23])[CH2:13][O:12][C:11]([CH3:14])([CH3:15])[O:10][CH2:9]2)[CH:5]=[CH:4][N:3]=1. (3) Given the reactants C[CH2:2][N:3](C(C)C)C(C)C.FC(F)(F)C([O-])=O.[F:17][C:18]([F:26])([F:25])[CH2:19][NH:20][C:21]([NH2+]C)=[O:22].C1CN([P+](ON2N=NC3C=CC=CC2=3)(N2CCCC2)N2CCCC2)CC1.F[P-](F)(F)(F)(F)F.[Cl:60][C:61]1[CH:62]=[C:63]([C:68]2([C:82]([F:85])([F:84])[F:83])[O:72][N:71]=[C:70]([C:73]3[S:77][C:76]([C:78](O)=[O:79])=[C:75]([CH3:81])[CH:74]=3)[CH2:69]2)[CH:64]=[C:65]([Cl:67])[CH:66]=1, predict the reaction product. The product is: [F:26][C:18]([F:17])([F:25])[CH2:19][NH:20][C:21]([CH2:2][NH:3][C:78]([C:76]1[S:77][C:73]([C:70]2[CH2:69][C:68]([C:63]3[CH:62]=[C:61]([Cl:60])[CH:66]=[C:65]([Cl:67])[CH:64]=3)([C:82]([F:85])([F:84])[F:83])[O:72][N:71]=2)=[CH:74][C:75]=1[CH3:81])=[O:79])=[O:22]. (4) Given the reactants [CH2:1]([O:4][N:5]=[C:6]1[CH2:10][N:9]([C:11]([O:13]C(C)(C)C)=O)[C@H:8]([C:18]([OH:20])=O)[CH2:7]1)[CH:2]=[CH2:3].[N:21]([C:24]1[CH:29]=[CH:28][CH:27]=[C:26]([CH3:30])[CH:25]=1)=C=O.[CH3:31][O:32][CH2:33][CH2:34][NH2:35], predict the reaction product. The product is: [CH2:1]([O:4][N:5]=[C:6]1[CH2:10][N:9]([C:11]([NH:21][C:24]2[CH:29]=[CH:28][CH:27]=[C:26]([CH3:30])[CH:25]=2)=[O:13])[C@H:8]([C:18]([NH:35][CH2:34][CH2:33][O:32][CH3:31])=[O:20])[CH2:7]1)[CH:2]=[CH2:3].